From a dataset of Catalyst prediction with 721,799 reactions and 888 catalyst types from USPTO. Predict which catalyst facilitates the given reaction. (1) Reactant: CN(CCN(C)C)C.[Li]CCCC.[Cl:14][C:15]1[N:20]=[CH:19][C:18]([NH:21][C:22](=[O:28])[O:23][C:24]([CH3:27])([CH3:26])[CH3:25])=[CH:17][CH:16]=1.[I:29]I. Product: [Cl:14][C:15]1[N:20]=[CH:19][C:18]([NH:21][C:22](=[O:28])[O:23][C:24]([CH3:25])([CH3:27])[CH3:26])=[C:17]([I:29])[CH:16]=1. The catalyst class is: 1. (2) Reactant: Cl[C:2]1[CH:7]=[CH:6][C:5]([N+:8]([O-:10])=[O:9])=[CH:4][N:3]=1.C(=O)([O-])[O-].[K+].[K+].[CH2:17]([N:20]1[CH2:25][CH2:24][NH:23][CH2:22][CH2:21]1)[CH:18]=[CH2:19]. Product: [CH2:17]([N:20]1[CH2:25][CH2:24][N:23]([C:2]2[CH:7]=[CH:6][C:5]([N+:8]([O-:10])=[O:9])=[CH:4][N:3]=2)[CH2:22][CH2:21]1)[CH:18]=[CH2:19]. The catalyst class is: 9. (3) Reactant: [C:1]([O:7]CC)(=O)[CH2:2][C:3]([CH3:5])=O.Cl.[NH:11]([C:13]1[CH:18]=[CH:17][C:16]([N+:19]([O-:21])=[O:20])=[CH:15][N:14]=1)[NH2:12]. Product: [CH3:5][C:3]1[NH:12][N:11]([C:13]2[CH:18]=[CH:17][C:16]([N+:19]([O-:21])=[O:20])=[CH:15][N:14]=2)[C:1](=[O:7])[CH:2]=1. The catalyst class is: 8. (4) Reactant: [F:1][C:2]1[CH:22]=[CH:21][CH:20]=[CH:19][C:3]=1[C:4]([CH:6]1[CH2:11][CH2:10][N:9](C(OC(C)(C)C)=O)[CH2:8][CH2:7]1)=[O:5].[ClH:23]. Product: [ClH:23].[F:1][C:2]1[CH:22]=[CH:21][CH:20]=[CH:19][C:3]=1[C:4]([CH:6]1[CH2:7][CH2:8][NH:9][CH2:10][CH2:11]1)=[O:5]. The catalyst class is: 12. (5) Reactant: [H-].[Na+].[C:3]([C@@H:5]1[CH2:10][CH2:9][CH2:8][CH2:7][C@H:6]1[OH:11])#[N:4].[CH2:12]([CH:14]1[O:16][CH2:15]1)Br. Product: [CH2:12]([O:11][CH:6]1[CH2:7][CH2:8][CH2:9][CH2:10][CH:5]1[C:3]#[N:4])[CH:14]1[O:16][CH2:15]1. The catalyst class is: 9. (6) Reactant: [CH:1]1([C:4]2[O:8][N:7]=[C:6]([C:9]3[CH:14]=[CH:13][CH:12]=[CH:11][C:10]=3[O:15][C:16]([F:19])([F:18])[F:17])[C:5]=2[CH2:20][O:21][CH:22]2[CH2:28][CH:27]3[N:29](C(OC(C)(C)C)=O)[CH:24]([CH2:25][CH2:26]3)[CH2:23]2)[CH2:3][CH2:2]1.FC(F)(F)C(O)=O. Product: [CH:27]12[NH:29][CH:24]([CH2:25][CH2:26]1)[CH2:23][CH:22]([O:21][CH2:20][C:5]1[C:6]([C:9]3[CH:14]=[CH:13][CH:12]=[CH:11][C:10]=3[O:15][C:16]([F:17])([F:19])[F:18])=[N:7][O:8][C:4]=1[CH:1]1[CH2:2][CH2:3]1)[CH2:28]2. The catalyst class is: 4.